From a dataset of Catalyst prediction with 721,799 reactions and 888 catalyst types from USPTO. Predict which catalyst facilitates the given reaction. (1) Product: [F:22][C:23]1[CH:24]=[CH:25][C:26]([CH2:27][NH:28][C:29](=[O:30])[C:31]2[CH:36]=[CH:35][C:34]([S:37]([N:9]3[C:10]4=[N:11][CH:12]=[CH:13][CH:14]=[C:15]4[C:7]([C:1]4[CH:2]=[CH:3][CH:4]=[CH:5][CH:6]=4)=[CH:8]3)(=[O:38])=[O:39])=[CH:33][CH:32]=2)=[CH:41][CH:42]=1. The catalyst class is: 3. Reactant: [C:1]1([C:7]2[C:15]3[C:10](=[N:11][CH:12]=[CH:13][CH:14]=3)[NH:9][CH:8]=2)[CH:6]=[CH:5][CH:4]=[CH:3][CH:2]=1.CC(C)([O-])C.[K+].[F:22][C:23]1[CH:42]=[CH:41][C:26]([CH2:27][NH:28][C:29]([C:31]2[CH:36]=[CH:35][C:34]([S:37](Cl)(=[O:39])=[O:38])=[CH:33][CH:32]=2)=[O:30])=[CH:25][CH:24]=1. (2) Reactant: [O:1]1[CH:5]=[CH:4][CH:3]=[C:2]1[C:6]1[O:7][C:8]([CH3:23])=[C:9]([CH2:11][O:12][C:13]2[CH:18]=[CH:17][C:16]([CH2:19][OH:20])=[C:15]([O:21][CH3:22])[CH:14]=2)[N:10]=1.C(P(CCCC)CCCC)CCC.[CH2:37]([N:44]1[CH:48]=[C:47]([C:49]([O:51][CH2:52][CH3:53])=[O:50])[C:46](O)=[N:45]1)[C:38]1[CH:43]=[CH:42][CH:41]=[CH:40][CH:39]=1.N(C(N1CCCCC1)=O)=NC(N1CCCCC1)=O. Product: [CH2:37]([N:44]1[CH:48]=[C:47]([C:49]([O:51][CH2:52][CH3:53])=[O:50])[C:46]([O:20][CH2:19][C:16]2[CH:17]=[CH:18][C:13]([O:12][CH2:11][C:9]3[N:10]=[C:6]([C:2]4[O:1][CH:5]=[CH:4][CH:3]=4)[O:7][C:8]=3[CH3:23])=[CH:14][C:15]=2[O:21][CH3:22])=[N:45]1)[C:38]1[CH:39]=[CH:40][CH:41]=[CH:42][CH:43]=1. The catalyst class is: 7. (3) Reactant: [OH:1][C:2]1[C:3]([CH2:13][O:14][CH2:15][CH2:16][CH3:17])=[C:4]2[C:9](=[CH:10][CH:11]=1)[C:8](=[O:12])[CH2:7][CH2:6][CH2:5]2.[N:18]1([CH2:23][C@@H:24]([C:26]2[CH:31]=[CH:30][CH:29]=[CH:28][CH:27]=2)O)[CH:22]=[CH:21][N:20]=[CH:19]1.C1C=CC(P(C2C=CC=CC=2)C2C=CC=CC=2)=CC=1.[N+](C(OCC)=O)(C(OCC)=O)=[N-]. Product: [N:18]1([CH2:23][C@H:24]([C:26]2[CH:31]=[CH:30][CH:29]=[CH:28][CH:27]=2)[O:1][C:2]2[C:3]([CH2:13][O:14][CH2:15][CH2:16][CH3:17])=[C:4]3[C:9](=[CH:10][CH:11]=2)[C:8](=[O:12])[CH2:7][CH2:6][CH2:5]3)[CH:22]=[CH:21][N:20]=[CH:19]1. The catalyst class is: 7. (4) Reactant: [CH3:1][O:2][C:3](=[O:15])[C:4]1[CH:9]=[CH:8][C:7]([CH3:10])=[CH:6][C:5]=1[O:11][CH:12]([CH3:14])[CH3:13].[Br:16]N1C(=O)CCC1=O.N(C(C)(C)C#N)=NC(C)(C)C#N. Product: [CH3:1][O:2][C:3](=[O:15])[C:4]1[CH:9]=[CH:8][C:7]([CH2:10][Br:16])=[CH:6][C:5]=1[O:11][CH:12]([CH3:13])[CH3:14]. The catalyst class is: 53. (5) Reactant: [N+:1]([C:4]1[CH:13]=[CH:12][C:7]2[S:8][CH2:9][CH2:10][NH:11][C:6]=2[CH:5]=1)([O-:3])=[O:2].[Cl:14][CH2:15][C:16](Cl)=[O:17]. Product: [Cl:14][CH2:15][C:16]([N:11]1[CH2:10][CH2:9][S:8][C:7]2[CH:12]=[CH:13][C:4]([N+:1]([O-:3])=[O:2])=[CH:5][C:6]1=2)=[O:17]. The catalyst class is: 56. (6) Reactant: [Cl:1][C:2]1[CH:30]=[C:29]([N+:31]([O-])=O)[CH:28]=[CH:27][C:3]=1[O:4][C:5]1[CH:6]=[C:7]([CH:24]=[CH:25][CH:26]=1)[C:8]([O:10][CH:11]([C:18]1[CH:23]=[CH:22][CH:21]=[CH:20][CH:19]=1)[C:12]1[CH:17]=[CH:16][CH:15]=[CH:14][CH:13]=1)=[O:9]. Product: [NH2:31][C:29]1[CH:28]=[CH:27][C:3]([O:4][C:5]2[CH:6]=[C:7]([CH:24]=[CH:25][CH:26]=2)[C:8]([O:10][CH:11]([C:18]2[CH:23]=[CH:22][CH:21]=[CH:20][CH:19]=2)[C:12]2[CH:17]=[CH:16][CH:15]=[CH:14][CH:13]=2)=[O:9])=[C:2]([Cl:1])[CH:30]=1. The catalyst class is: 612. (7) Reactant: [CH3:1][C:2]1[N:29]=[C:5]2[NH:6][C:7](=[O:28])[C:8]([CH2:13][C:14]3[CH:19]=[CH:18][C:17]([C:20]4[C:21]([C:26]#[N:27])=[CH:22][CH:23]=[CH:24][CH:25]=4)=[CH:16][CH:15]=3)=[C:9]([CH2:10][CH2:11][CH3:12])[N:4]2[N:3]=1.[CH2:30]([C:32]1[N:37]=[CH:36][C:35]([CH2:38]O)=[CH:34][CH:33]=1)[CH3:31].C(P(CCCC)CCCC)CCC.N(C(N1CCCCC1)=O)=NC(N1CCCCC1)=O. Product: [CH2:30]([C:32]1[N:37]=[CH:36][C:35]([CH2:38][N:6]2[C:7](=[O:28])[C:8]([CH2:13][C:14]3[CH:19]=[CH:18][C:17]([C:20]4[C:21]([C:26]#[N:27])=[CH:22][CH:23]=[CH:24][CH:25]=4)=[CH:16][CH:15]=3)=[C:9]([CH2:10][CH2:11][CH3:12])[N:4]3[N:3]=[C:2]([CH3:1])[N:29]=[C:5]23)=[CH:34][CH:33]=1)[CH3:31]. The catalyst class is: 56.